From a dataset of Forward reaction prediction with 1.9M reactions from USPTO patents (1976-2016). Predict the product of the given reaction. (1) The product is: [Cl-:30].[Cl-:30].[NH2:1][C:2]1[N:7]=[CH:6][N:5]=[C:4]2[N:8]([CH:11]3[CH2:16][CH2:15][NH2+:14][CH2:13][CH2:12]3)[NH+:9]=[CH:10][C:3]=12. Given the reactants [NH2:1][C:2]1[N:7]=[CH:6][N:5]=[C:4]2[N:8]([CH:11]3[CH2:16][CH2:15][N:14](C(OC(C)(C)C)=O)[CH2:13][CH2:12]3)[N:9]=[CH:10][C:3]=12.O1CCOCC1.[ClH:30], predict the reaction product. (2) The product is: [Cl:25][C:20]1[CH:19]=[C:18]([NH:17][C:8]2[C:7]3[C:12](=[CH:13][C:14]([O:15][CH3:16])=[C:5]([OH:4])[CH:6]=3)[N:11]=[CH:10][N:9]=2)[CH:23]=[CH:22][C:21]=1[F:24]. Given the reactants C([O:4][C:5]1[CH:6]=[C:7]2[C:12](=[CH:13][C:14]=1[O:15][CH3:16])[N:11]=[CH:10][N:9]=[C:8]2[NH:17][C:18]1[CH:23]=[CH:22][C:21]([F:24])=[C:20]([Cl:25])[CH:19]=1)(=O)C.[NH4+].[OH-], predict the reaction product. (3) Given the reactants [Br:1][C:2]1[CH:3]=[CH:4][C:5]([NH:12][C:13]([C:15]2[C:19]3[CH:20]=[C:21]([S:24](Cl)(=[O:26])=[O:25])[CH:22]=[CH:23][C:18]=3[O:17][N:16]=2)=[O:14])=[C:6]([CH:11]=1)[C:7]([O:9]C)=[O:8].[NH3:28], predict the reaction product. The product is: [NH2:28][S:24]([C:21]1[CH:22]=[CH:23][C:18]2[O:17][N:16]=[C:15]([C:13]([NH:12][C:5]3[CH:4]=[CH:3][C:2]([Br:1])=[CH:11][C:6]=3[C:7]([OH:9])=[O:8])=[O:14])[C:19]=2[CH:20]=1)(=[O:26])=[O:25]. (4) Given the reactants [Cl:1][C:2]1[CH:3]=[C:4]([CH:12]([O:16][CH:17]2[CH2:22][CH2:21][CH2:20][CH:19]=[CH:18]2)[C:13](O)=[O:14])[CH:5]=[CH:6][C:7]=1[S:8]([CH3:11])(=[O:10])=[O:9].FC1C=CC=CC=1.C(Cl)(=O)C(Cl)=O.ClCCl.[CH3:39][NH:40][C:41]([NH2:43])=[O:42].N1C=CC=CC=1, predict the reaction product. The product is: [Cl:1][C:2]1[CH:3]=[C:4]([CH:12]([O:16][CH:17]2[CH2:22][CH2:21][CH2:20][CH:19]=[CH:18]2)[C:13]([NH:43][C:41]([NH:40][CH3:39])=[O:42])=[O:14])[CH:5]=[CH:6][C:7]=1[S:8]([CH3:11])(=[O:10])=[O:9]. (5) Given the reactants [S:1]1[CH:5]=[CH:4][C:3]([C:6]2[CH:11]=[CH:10][C:9]([CH:12]([CH3:20])[CH2:13][NH:14][S:15]([CH:18]=[CH2:19])(=[O:17])=[O:16])=[CH:8][CH:7]=2)=[CH:2]1, predict the reaction product. The product is: [S:1]1[CH:5]=[CH:4][C:3]([C:6]2[CH:7]=[CH:8][C:9]([CH:12]([CH3:20])[CH2:13][NH:14][S:15]([CH2:18][CH3:19])(=[O:17])=[O:16])=[CH:10][CH:11]=2)=[CH:2]1. (6) Given the reactants P(Cl)(Cl)(Cl)=O.[F:6][C:7]1[CH:15]=[C:14]2[C:10]([CH:11]=[CH:12][N:13]2[CH3:16])=[CH:9][CH:8]=1.[OH-].[Na+].CN([CH:22]=[O:23])C, predict the reaction product. The product is: [F:6][C:7]1[CH:15]=[C:14]2[C:10]([C:11]([CH:22]=[O:23])=[CH:12][N:13]2[CH3:16])=[CH:9][CH:8]=1. (7) Given the reactants C([Li])CCC.C(NC(C)C)(C)C.[Li+].CC([N-]C(C)C)C.[F:21][C:22]1[CH:27]=[C:26]([F:28])[C:25]([F:29])=[CH:24][C:23]=1[Br:30].[C:31](=[O:33])=[O:32].Cl, predict the reaction product. The product is: [Br:30][C:23]1[C:22]([F:21])=[C:27]([C:26]([F:28])=[C:25]([F:29])[CH:24]=1)[C:31]([OH:33])=[O:32].